From a dataset of Full USPTO retrosynthesis dataset with 1.9M reactions from patents (1976-2016). Predict the reactants needed to synthesize the given product. (1) Given the product [NH:28]1[C:29]2[C:34](=[CH:33][CH:32]=[CH:31][CH:30]=2)[C:26]([CH2:25][N:10]2[C:11]3=[N:16][C:15]([N:17]4[CH2:18][CH2:19][O:20][CH2:21][CH2:22]4)=[CH:14][C:13](=[O:23])[N:12]3[CH2:24][C@@:9]2([CH3:8])[C:42]([F:44])([F:45])[F:43])=[CH:27]1, predict the reactants needed to synthesize it. The reactants are: FC(F)(F)C(O)=O.[CH3:8][C@@:9]1([C:42]([F:45])([F:44])[F:43])[CH2:24][N:12]2[C:13](=[O:23])[CH:14]=[C:15]([N:17]3[CH2:22][CH2:21][O:20][CH2:19][CH2:18]3)[N:16]=[C:11]2[N:10]1[CH2:25][C:26]1[C:34]2[C:29](=[CH:30][CH:31]=[CH:32][CH:33]=2)[N:28](C(OC(C)(C)C)=O)[CH:27]=1. (2) Given the product [C:8]([NH:12][C:13]([C:15]1[CH:19]=[C:18]([C:20]2[CH:25]=[N:24][C:23]([NH2:26])=[CH:22][N:21]=2)[N:17]([C:34]2[CH:35]=[N:36][CH:37]=[CH:38][CH:39]=2)[N:16]=1)=[O:14])([CH3:11])([CH3:9])[CH3:10], predict the reactants needed to synthesize it. The reactants are: FC(F)(F)C(O)=O.[C:8]([NH:12][C:13]([C:15]1[CH:19]=[C:18]([C:20]2[CH:25]=[N:24][C:23]([NH:26]C(OC(C)(C)C)=O)=[CH:22][N:21]=2)[N:17]([C:34]2[CH:35]=[N:36][CH:37]=[CH:38][CH:39]=2)[N:16]=1)=[O:14])([CH3:11])([CH3:10])[CH3:9].C(=O)(O)[O-].[Na+].C(Cl)(Cl)Cl. (3) Given the product [Br:1][C:22]1[O:23][C:24]2=[CH:25][N:26]=[CH:27][CH:28]=[C:29]2[C:21]=1[O:20][Si:3]([C:16]([CH3:19])([CH3:17])[CH3:18])([C:4]1[CH:9]=[CH:8][CH:7]=[CH:6][CH:5]=1)[C:10]1[CH:15]=[CH:14][CH:13]=[CH:12][CH:11]=1, predict the reactants needed to synthesize it. The reactants are: [Br:1]Br.[Si:3]([O:20][C:21]1[C:29]2[C:24](=[CH:25][N:26]=[CH:27][CH:28]=2)[O:23][CH:22]=1)([C:16]([CH3:19])([CH3:18])[CH3:17])([C:10]1[CH:15]=[CH:14][CH:13]=[CH:12][CH:11]=1)[C:4]1[CH:9]=[CH:8][CH:7]=[CH:6][CH:5]=1. (4) Given the product [CH3:36][C:10]1[CH:9]=[C:8]([NH:7][C:5](=[O:6])[C:4]([OH:37])=[O:3])[CH:34]=[C:33]([CH3:35])[C:11]=1[O:12][C:13]1[CH:14]=[C:15]2[C:19](=[CH:20][CH:21]=1)[NH:18][N:17]=[C:16]2[CH2:29][CH:30]([CH3:32])[CH3:31], predict the reactants needed to synthesize it. The reactants are: C([O:3][C:4](=[O:37])[C:5]([NH:7][C:8]1[CH:34]=[C:33]([CH3:35])[C:11]([O:12][C:13]2[CH:14]=[C:15]3[C:19](=[CH:20][CH:21]=2)[N:18](C(=O)C(OCC)=O)[N:17]=[C:16]3[CH2:29][CH:30]([CH3:32])[CH3:31])=[C:10]([CH3:36])[CH:9]=1)=[O:6])C.[O-]CC.[Na+]. (5) Given the product [F:27][C:23]1[CH:22]=[C:21](/[C:19](/[CH3:20])=[CH:18]/[N:6]2[C:7]3[CH:8]=[CH:9][C:10]([CH3:16])=[CH:11][C:12]=3[C:13]3[CH2:14][CH2:15][N:2]([CH3:1])[CH2:3][CH2:4][C:5]2=3)[CH:26]=[CH:25][CH:24]=1, predict the reactants needed to synthesize it. The reactants are: [CH3:1][N:2]1[CH2:15][CH2:14][C:13]2[C:12]3[CH:11]=[C:10]([CH3:16])[CH:9]=[CH:8][C:7]=3[NH:6][C:5]=2[CH2:4][CH2:3]1.Br[CH:18]=[C:19]([C:21]1[CH:26]=[CH:25][CH:24]=[C:23]([F:27])[CH:22]=1)[CH3:20].N1CCC[C@H]1C(O)=O.[O-]P([O-])([O-])=O.[K+].[K+].[K+]. (6) Given the product [C:1]([O:5][C:6](=[O:25])[C@@H:7]([NH:24][S:43]([C:41]1[CH:40]=[CH:39][CH:38]=[C:37]2[C:42]=1[N:33]=[CH:34][CH:35]=[CH:36]2)(=[O:44])=[O:45])[CH2:8][NH:9][C:10](=[O:23])[C:11]1[CH:12]=[CH:13][C:14]([CH2:17][CH2:18][C:19]([O:21][CH3:22])=[O:20])=[CH:15][CH:16]=1)([CH3:4])([CH3:2])[CH3:3], predict the reactants needed to synthesize it. The reactants are: [C:1]([O:5][C:6](=[O:25])[C@@H:7]([NH2:24])[CH2:8][NH:9][C:10](=[O:23])[C:11]1[CH:16]=[CH:15][C:14]([CH2:17][CH2:18][C:19]([O:21][CH3:22])=[O:20])=[CH:13][CH:12]=1)([CH3:4])([CH3:3])[CH3:2].C(N(CC)CC)C.[N:33]1[C:42]2[C:37](=[CH:38][CH:39]=[CH:40][C:41]=2[S:43](Cl)(=[O:45])=[O:44])[CH:36]=[CH:35][CH:34]=1. (7) The reactants are: [C:1]1([CH:7]([C:14]2[CH:19]=[CH:18][CH:17]=[CH:16][CH:15]=2)[N:8]2[CH2:12][CH2:11][C@H:10]([OH:13])[CH2:9]2)[CH:6]=[CH:5][CH:4]=[CH:3][CH:2]=1.C(N(CC)CC)C.[C:27]1([CH3:37])[CH:32]=[CH:31][C:30]([S:33](Cl)(=[O:35])=[O:34])=[CH:29][CH:28]=1. Given the product [C:14]1([CH:7]([C:1]2[CH:2]=[CH:3][CH:4]=[CH:5][CH:6]=2)[N:8]2[CH2:12][CH2:11][C@H:10]([O:13][S:33]([C:30]3[CH:31]=[CH:32][C:27]([CH3:37])=[CH:28][CH:29]=3)(=[O:35])=[O:34])[CH2:9]2)[CH:15]=[CH:16][CH:17]=[CH:18][CH:19]=1, predict the reactants needed to synthesize it.